The task is: Predict the reaction yield, written as a fraction of the theoretical maximum amount of product (1.0 means a 100% yield; for example, 0.34 means a 34% yield).. This data is from Reaction yield outcomes from USPTO patents with 853,638 reactions. (1) The reactants are [S:1]1[CH:5]=[CH:4][CH:3]=[C:2]1[CH2:6][NH:7][C:8]([C:10]1[N:11]=[C:12]2[C:17]([C:18]([F:21])([F:20])[F:19])=[CH:16][C:15](Br)=[CH:14][N:13]2[C:23]=1[N+:24]([O-:26])=[O:25])=[O:9].[O:27]1[CH:31]=[CH:30][C:29](B(O)O)=[CH:28]1. The catalyst is [O-]P([O-])([O-])=O.[K+].[K+].[K+].O1CCOCC1.CCOC(C)=O.C1C=CC([P]([Pd]([P](C2C=CC=CC=2)(C2C=CC=CC=2)C2C=CC=CC=2)([P](C2C=CC=CC=2)(C2C=CC=CC=2)C2C=CC=CC=2)[P](C2C=CC=CC=2)(C2C=CC=CC=2)C2C=CC=CC=2)(C2C=CC=CC=2)C2C=CC=CC=2)=CC=1. The product is [S:1]1[CH:5]=[CH:4][CH:3]=[C:2]1[CH2:6][NH:7][C:8]([C:10]1[N:11]=[C:12]2[C:17]([C:18]([F:21])([F:20])[F:19])=[CH:16][C:15]([C:29]3[CH:30]=[CH:31][O:27][CH:28]=3)=[CH:14][N:13]2[C:23]=1[N+:24]([O-:26])=[O:25])=[O:9]. The yield is 0.720. (2) The reactants are [C:1]([NH:4][CH2:5][C@@H:6]1[O:10][C:9](=[O:11])[N:8]([C:12]2[CH:35]=[CH:34][C:15]3[C:16]4[NH:17][N:18]=[C:19]([NH:24][C:25]([C@@H:27]5[CH2:31][O:30]C(C)(C)[O:28]5)=[O:26])[C:20]=4[CH2:21][CH2:22][CH2:23][C:14]=3[CH:13]=2)[CH2:7]1)(=[O:3])[CH3:2].Cl. The catalyst is C1COCC1.ClCCl. The product is [C:1]([NH:4][CH2:5][C@@H:6]1[O:10][C:9](=[O:11])[N:8]([C:12]2[CH:35]=[CH:34][C:15]3[C:16]4[NH:17][N:18]=[C:19]([NH:24][C:25](=[O:26])[C@@H:27]([OH:28])[CH2:31][OH:30])[C:20]=4[CH2:21][CH2:22][CH2:23][C:14]=3[CH:13]=2)[CH2:7]1)(=[O:3])[CH3:2]. The yield is 0.850. (3) The yield is 1.00. The catalyst is CCO.O. The reactants are [CH:1]([C:3]1[S:7][C:6]([NH:8][CH2:9][CH2:10][CH2:11][NH:12][C:13](=[O:34])[C@@H:14]([NH:16][C:17](=[O:33])[C@@H:18]([NH:20][C:21](=[O:32])[C@@H:22]([NH:24][C:25](=[O:31])[O:26][C:27]([CH3:30])([CH3:29])[CH3:28])[CH3:23])[CH3:19])[CH3:15])=[N:5][CH:4]=1)=[O:2].[BH4-].[Na+]. The product is [OH:2][CH2:1][C:3]1[S:7][C:6]([NH:8][CH2:9][CH2:10][CH2:11][NH:12][C:13](=[O:34])[C@@H:14]([NH:16][C:17](=[O:33])[C@@H:18]([NH:20][C:21](=[O:32])[C@@H:22]([NH:24][C:25](=[O:31])[O:26][C:27]([CH3:29])([CH3:28])[CH3:30])[CH3:23])[CH3:19])[CH3:15])=[N:5][CH:4]=1. (4) The reactants are Br[C:2]1[CH:7]=[CH:6][N:5]=[C:4]([NH:8][C:9](=[O:13])[CH2:10][O:11][CH3:12])[CH:3]=1.[B:14]1([B:14]2[O:18][C:17]([CH3:20])([CH3:19])[C:16]([CH3:22])([CH3:21])[O:15]2)[O:18][C:17]([CH3:20])([CH3:19])[C:16]([CH3:22])([CH3:21])[O:15]1.C([O-])(=O)C.[K+].O. The catalyst is O1CCOCC1.C1C=CC(P(C2C=CC=CC=2)[C-]2C=CC=C2)=CC=1.C1C=CC(P(C2C=CC=CC=2)[C-]2C=CC=C2)=CC=1.Cl[Pd]Cl.[Fe+2]. The product is [CH3:12][O:11][CH2:10][C:9]([NH:8][C:4]1[CH:3]=[C:2]([B:14]2[O:18][C:17]([CH3:20])([CH3:19])[C:16]([CH3:22])([CH3:21])[O:15]2)[CH:7]=[CH:6][N:5]=1)=[O:13]. The yield is 0.380. (5) The reactants are [NH2:1][C:2]([C:4]1[CH:8]=[C:7]([C:9]([OH:11])=O)[N:6]([C:12]2[CH:17]=[CH:16][C:15]([F:18])=[C:14]([C:19]#[N:20])[CH:13]=2)[N:5]=1)=[O:3].[N:21]1[CH:26]=[CH:25][CH:24]=[CH:23][CH:22]=1.C(N=[C:31]=[N:32][CH:33]([CH3:35])[CH3:34])(C)C.Cl. The yield is 0.290. The product is [C:19]([C:14]1[CH:13]=[C:12]([N:6]2[C:7]([C:9]([N:21]3[C:22]4[C:24](=[CH:23][CH:35]=[C:33]([N:32]5[CH2:31][CH2:9][CH2:7][CH2:8][CH2:4][C:2]5=[O:3])[CH:34]=4)[CH2:25][CH2:26]3)=[O:11])=[CH:8][C:4]([C:2]([NH2:1])=[O:3])=[N:5]2)[CH:17]=[CH:16][C:15]=1[F:18])#[N:20]. The catalyst is CN(C=O)C. (6) The reactants are Br[CH:2]1[CH2:5][CH2:4][CH2:3]1.[F:6][C:7]1[C:15]([F:16])=[CH:14][C:13]([OH:17])=[CH:12][C:8]=1[C:9]([OH:11])=[O:10].C(=O)([O-])[O-].[K+].[K+]. The catalyst is C(#N)C. The product is [CH:2]1([O:17][C:13]2[CH:14]=[C:15]([F:16])[C:7]([F:6])=[C:8]([CH:12]=2)[C:9]([O:11][CH:2]2[CH2:5][CH2:4][CH2:3]2)=[O:10])[CH2:5][CH2:4][CH2:3]1. The yield is 0.600. (7) The reactants are [CH:1]([N:4]([C:8]1[CH:13]=[CH:12][C:11]2[O:14][CH2:15][O:16][C:10]=2[CH:9]=1)[C:5]([NH2:7])=[O:6])([CH3:3])[CH3:2].[N:17]1[C:26]2[C:21](=[CH:22][CH:23]=[CH:24][CH:25]=2)[CH:20]=[C:19]([CH:27]=O)[CH:18]=1. No catalyst specified. The product is [CH:1]([N:4]1[C:8]2[C:13](=[CH:12][C:11]3[O:14][CH2:15][O:16][C:10]=3[CH:9]=2)[CH:27]([C:19]2[CH:18]=[N:17][C:26]3[C:21]([CH:20]=2)=[CH:22][CH:23]=[CH:24][CH:25]=3)[NH:7][C:5]1=[O:6])([CH3:3])[CH3:2]. The yield is 0.140. (8) The reactants are Br[CH:2]1[CH2:5][C:4]2([O:9][CH2:8][CH2:7][O:6]2)[CH2:3]1.[I:10][C:11]1[CH:12]=[N:13][NH:14][CH:15]=1.C([O-])([O-])=O.[K+].[K+].C1OCCOCCOCCOCCOCCOC1. The catalyst is CN(C=O)C.C(OCC)(=O)C. The product is [CH2:3]1[C:4]2([O:9][CH2:8][CH2:7][O:6]2)[CH2:5][CH:2]1[N:13]1[CH:12]=[C:11]([I:10])[CH:15]=[N:14]1. The yield is 0.290.